From a dataset of Reaction yield outcomes from USPTO patents with 853,638 reactions. Predict the reaction yield, written as a fraction of the theoretical maximum amount of product (1.0 means a 100% yield; for example, 0.34 means a 34% yield). (1) The reactants are [Br:1][C:2]1[CH:3]=[CH:4][C:5](I)=[C:6]([NH2:8])[CH:7]=1.[CH2:10]([N:14]1[CH2:18][CH2:17][CH2:16][C@H:15]1[CH3:19])[CH2:11][C:12]#[CH:13].C(N(CC)CC)C. The catalyst is C(#N)C.Cl[Pd](Cl)([P](C1C=CC=CC=1)(C1C=CC=CC=1)C1C=CC=CC=1)[P](C1C=CC=CC=1)(C1C=CC=CC=1)C1C=CC=CC=1.[Cu]I. The product is [Br:1][C:2]1[CH:3]=[CH:4][C:5]([C:13]#[C:12][CH2:11][CH2:10][N:14]2[CH2:18][CH2:17][CH2:16][C@H:15]2[CH3:19])=[C:6]([NH2:8])[CH:7]=1. The yield is 0.300. (2) The reactants are [CH2:1]1[CH2:15][O:14][C:3]([C:8]2[CH:13]=[CH:12][CH:11]=[CH:10][CH:9]=2)([CH2:4][CH2:5][CH2:6][NH2:7])[O:2]1.[CH:16]([C:18]1[CH:19]=[C:20]([CH:32]=[CH:33][CH:34]=1)[O:21][CH:22]([CH2:30][CH3:31])[C:23]([O:25][C:26]([CH3:29])([CH3:28])[CH3:27])=[O:24])=O.C(O[BH-](OC(=O)C)OC(=O)C)(=O)C.[Na+].C(=O)([O-])O.[Na+]. The yield is 0.649. The catalyst is C(Cl)(Cl)Cl. The product is [CH2:15]1[CH2:1][O:2][C:3]([C:8]2[CH:9]=[CH:10][CH:11]=[CH:12][CH:13]=2)([CH2:4][CH2:5][CH2:6][NH:7][CH2:16][C:18]2[CH:19]=[C:20]([CH:32]=[CH:33][CH:34]=2)[O:21][CH:22]([CH2:30][CH3:31])[C:23]([O:25][C:26]([CH3:27])([CH3:28])[CH3:29])=[O:24])[O:14]1. (3) The reactants are [CH:1]1([N:4]([CH:33]2[CH2:35][CH2:34]2)[C:5]([C:7]2[N:30]([CH2:31][CH3:32])[C:10]3=[N:11][C:12]([NH:19][C:20]4[S:21][C:22]([C:27]([OH:29])=O)=[C:23]([CH2:25][CH3:26])[N:24]=4)=[C:13]4[N:17]=[CH:16][N:15]([CH3:18])[C:14]4=[C:9]3[CH:8]=2)=[O:6])[CH2:3][CH2:2]1.CN(C(ON1N=NC2C=CC=NC1=2)=[N+](C)C)C.F[P-](F)(F)(F)(F)F.N1C(C)=CC=CC=1C.[NH:68]1[CH2:73][CH2:72][S:71](=[O:75])(=[O:74])[CH2:70][CH2:69]1. The yield is 0.526. The catalyst is C(Cl)Cl.CN(C=O)C. The product is [CH:1]1([N:4]([CH:33]2[CH2:35][CH2:34]2)[C:5]([C:7]2[N:30]([CH2:31][CH3:32])[C:10]3=[N:11][C:12]([NH:19][C:20]4[S:21][C:22]([C:27]([N:68]5[CH2:73][CH2:72][S:71](=[O:75])(=[O:74])[CH2:70][CH2:69]5)=[O:29])=[C:23]([CH2:25][CH3:26])[N:24]=4)=[C:13]4[N:17]=[CH:16][N:15]([CH3:18])[C:14]4=[C:9]3[CH:8]=2)=[O:6])[CH2:2][CH2:3]1. (4) The reactants are [CH3:1][O:2][C:3]1[CH:8]=[CH:7][C:6]([C:9]2[C:13]3[CH:14]=[C:15]([C:18]4[O:22][C:21]([SH:23])=[N:20][N:19]=4)[CH:16]=[CH:17][C:12]=3[O:11][CH:10]=2)=[CH:5][CH:4]=1.[CH3:24][O:25][C:26]1[CH:33]=[CH:32][C:29]([CH2:30]Br)=[CH:28][C:27]=1[C:34]([F:37])([F:36])[F:35]. No catalyst specified. The product is [CH3:1][O:2][C:3]1[CH:4]=[CH:5][C:6]([C:9]2[C:13]3[CH:14]=[C:15]([C:18]4[O:22][C:21]([S:23][CH2:30][C:29]5[CH:32]=[CH:33][C:26]([O:25][CH3:24])=[C:27]([C:34]([F:35])([F:36])[F:37])[CH:28]=5)=[N:20][N:19]=4)[CH:16]=[CH:17][C:12]=3[O:11][CH:10]=2)=[CH:7][CH:8]=1. The yield is 0.910. (5) The product is [O:16]1[CH2:17][CH2:18][C:3]([C:4]([O:6][CH2:7][CH3:8])=[O:5])([C:2]([O:10][CH2:11][CH3:12])=[O:9])[CH2:14][CH2:15]1. The catalyst is C(O)C. The reactants are [Na].[C:2]([O:10][CH2:11][CH3:12])(=[O:9])[CH2:3][C:4]([O:6][CH2:7][CH3:8])=[O:5].Cl[CH2:14][CH2:15][O:16][CH2:17][CH2:18]Cl. The yield is 0.480.